Task: Predict which catalyst facilitates the given reaction.. Dataset: Catalyst prediction with 721,799 reactions and 888 catalyst types from USPTO Reactant: [N:1]([C@H:4]1[CH2:8][N:7]([C:9]([O:11][C:12]([CH3:15])([CH3:14])[CH3:13])=[O:10])[C@@H:6]([CH2:16][O:17][C:18](=[O:23])[C:19]([CH3:22])([CH3:21])[CH3:20])[CH2:5]1)=[N+]=[N-]. Product: [NH2:1][C@H:4]1[CH2:8][N:7]([C:9]([O:11][C:12]([CH3:13])([CH3:14])[CH3:15])=[O:10])[C@@H:6]([CH2:16][O:17][C:18](=[O:23])[C:19]([CH3:22])([CH3:21])[CH3:20])[CH2:5]1. The catalyst class is: 19.